From a dataset of Forward reaction prediction with 1.9M reactions from USPTO patents (1976-2016). Predict the product of the given reaction. The product is: [F:46][C:43]1[CH:44]=[CH:45][C:40]([NH:39][C:38]([C:35]2([C:33]([NH:32][C:29]3[CH:30]=[CH:31][C:26]([O:25][C:23]4[CH:22]=[CH:21][N:20]=[C:19]([NH:9][C:8]([N:59]5[CH2:60][CH2:61][N:56]([CH:53]6[CH2:52][CH2:51][N:50]([CH3:49])[CH2:55][CH2:54]6)[CH2:57][CH2:58]5)=[O:7])[CH:24]=4)=[CH:27][CH:28]=3)=[O:34])[CH2:37][CH2:36]2)=[O:47])=[CH:41][CH:42]=1. Given the reactants C1([O:7][C:8](=O)[N:9]([C:19]2[CH:24]=[C:23]([O:25][C:26]3[CH:31]=[CH:30][C:29]([NH:32][C:33]([C:35]4([C:38](=[O:47])[NH:39][C:40]5[CH:45]=[CH:44][C:43]([F:46])=[CH:42][CH:41]=5)[CH2:37][CH2:36]4)=[O:34])=[CH:28][CH:27]=3)[CH:22]=[CH:21][N:20]=2)C(OC2C=CC=CC=2)=O)C=CC=CC=1.[CH3:49][N:50]1[CH2:55][CH2:54][CH:53]([N:56]2[CH2:61][CH2:60][NH:59][CH2:58][CH2:57]2)[CH2:52][CH2:51]1, predict the reaction product.